Dataset: Forward reaction prediction with 1.9M reactions from USPTO patents (1976-2016). Task: Predict the product of the given reaction. (1) Given the reactants [Br:1][C:2]1[CH:7]=[CH:6][C:5]([C:8]2[CH:12]=[C:11]([Si](C)(C)C)[O:10][N:9]=2)=[CH:4][CH:3]=1.[F-].[Cs+], predict the reaction product. The product is: [Br:1][C:2]1[CH:3]=[CH:4][C:5]([C:8]2[CH:12]=[CH:11][O:10][N:9]=2)=[CH:6][CH:7]=1. (2) Given the reactants [CH:1]1([C:10]([OH:12])=[O:11])[C:9]2[C:4](=[CH:5][CH:6]=[CH:7][CH:8]=2)[CH2:3][NH:2]1.[Cl:13][C:14]1[CH:19]=[CH:18][C:17]([N:20]=[C:21]=[O:22])=[CH:16][CH:15]=1, predict the reaction product. The product is: [Cl:13][C:14]1[CH:19]=[CH:18][C:17]([NH:20][C:21]([C:1]2([C:10]([OH:12])=[O:11])[C:9]3[C:4](=[CH:5][CH:6]=[CH:7][CH:8]=3)[CH2:3][NH:2]2)=[O:22])=[CH:16][CH:15]=1.